This data is from Full USPTO retrosynthesis dataset with 1.9M reactions from patents (1976-2016). The task is: Predict the reactants needed to synthesize the given product. Given the product [F:1][C:2]1[CH:7]=[C:6]([S@@:8]([CH3:10])=[O:9])[CH:5]=[CH:4][C:3]=1[C:11]1[CH:16]=[CH:15][C:14]([O:17][CH2:18][CH:19]2[CH2:24][CH2:23][N:22]([C:25]3[O:29][N:28]=[C:27]([CH:30]([CH3:32])[CH3:31])[N:26]=3)[CH2:21][CH2:20]2)=[CH:13][N:12]=1, predict the reactants needed to synthesize it. The reactants are: [F:1][C:2]1[CH:7]=[C:6]([S:8]([CH3:10])=[O:9])[CH:5]=[CH:4][C:3]=1[C:11]1[CH:16]=[CH:15][C:14]([O:17][CH2:18][CH:19]2[CH2:24][CH2:23][N:22]([C:25]3[O:29][N:28]=[C:27]([CH:30]([CH3:32])[CH3:31])[N:26]=3)[CH2:21][CH2:20]2)=[CH:13][N:12]=1.C(=O)=O.CO.